Dataset: Full USPTO retrosynthesis dataset with 1.9M reactions from patents (1976-2016). Task: Predict the reactants needed to synthesize the given product. Given the product [CH3:34][C:19]1[C:18]([CH2:17][CH2:16][O:15][C:10]2[CH:11]=[CH:12][CH:13]=[C:14]3[C:9]=2[CH:8]=[CH:7][N:6]3[CH2:5][C:4]([OH:35])=[O:3])=[CH:23][CH:22]=[C:21]([C:24]2[CH:25]=[CH:26][C:27]([C:30]([F:32])([F:31])[F:33])=[CH:28][CH:29]=2)[N:20]=1, predict the reactants needed to synthesize it. The reactants are: C([O:3][C:4](=[O:35])[CH2:5][N:6]1[C:14]2[C:9](=[C:10]([O:15][CH2:16][CH2:17][C:18]3[C:19]([CH3:34])=[N:20][C:21]([C:24]4[CH:29]=[CH:28][C:27]([C:30]([F:33])([F:32])[F:31])=[CH:26][CH:25]=4)=[CH:22][CH:23]=3)[CH:11]=[CH:12][CH:13]=2)[CH:8]=[CH:7]1)C.[Li+].[OH-].